From a dataset of Full USPTO retrosynthesis dataset with 1.9M reactions from patents (1976-2016). Predict the reactants needed to synthesize the given product. (1) The reactants are: Br[C:2]1[C:3]([F:13])=[C:4]([CH:10]=[CH:11][CH:12]=1)[C:5]([O:7][CH2:8][CH3:9])=[O:6].[C:14](P(C(C)(C)C)C(C)(C)C)(C)(C)[CH3:15].CCCCCC.[F-].[K+]. Given the product [F:13][C:3]1[C:2]([CH:14]=[CH2:15])=[CH:12][CH:11]=[CH:10][C:4]=1[C:5]([O:7][CH2:8][CH3:9])=[O:6], predict the reactants needed to synthesize it. (2) The reactants are: [NH2:1][C:2]1[CH:7]=[CH:6][C:5]([NH:8][C:9](=[O:14])[C:10]([CH3:13])([CH3:12])[CH3:11])=[C:4]([CH3:15])[CH:3]=1.[Cl:16][C:17]1[CH:32]=[CH:31][C:20]([O:21][C:22]2[N:26]([CH3:27])[N:25]=[C:24]([CH3:28])[C:23]=2[CH:29]=O)=[CH:19][CH:18]=1.C([BH3-])#N.[Na+].C(O)(=O)C. Given the product [Cl:16][C:17]1[CH:32]=[CH:31][C:20]([O:21][C:22]2[N:26]([CH3:27])[N:25]=[C:24]([CH3:28])[C:23]=2[CH2:29][NH:1][C:2]2[CH:7]=[CH:6][C:5]([NH:8][C:9](=[O:14])[C:10]([CH3:11])([CH3:12])[CH3:13])=[C:4]([CH3:15])[CH:3]=2)=[CH:19][CH:18]=1, predict the reactants needed to synthesize it. (3) Given the product [Cl:1][C:2]1[CH:10]=[C:9]([C:11]2[CH2:15][C:14]([C:20]3[CH:21]=[C:22]([Cl:27])[CH:23]=[C:24]([Cl:26])[CH:25]=3)([C:16]([F:19])([F:18])[F:17])[O:13][N:12]=2)[CH:8]=[CH:7][C:3]=1[C:4]([NH:29][CH2:30][C:41]([NH:40][CH2:39][C:38]([F:37])([F:45])[F:46])=[O:42])=[N:5][OH:6], predict the reactants needed to synthesize it. The reactants are: [Cl:1][C:2]1[CH:10]=[C:9]([C:11]2[CH2:15][C:14]([C:20]3[CH:25]=[C:24]([Cl:26])[CH:23]=[C:22]([Cl:27])[CH:21]=3)([C:16]([F:19])([F:18])[F:17])[O:13][N:12]=2)[CH:8]=[CH:7][C:3]=1[CH:4]=[N:5][OH:6].Cl[N:29]1C(=O)CC[C:30]1=O.[Cl-].[F:37][C:38]([F:46])([F:45])[CH2:39][NH:40][C:41]([NH2+]C)=[O:42].C(N(CC)CC)C. (4) Given the product [Cl:1][C:2]1[CH:7]=[CH:6][C:5]([C@H:8]2[N:13]([CH2:14][CH:15]3[CH2:16][CH2:17]3)[C:12](=[O:18])[C@@H:11]([CH2:19][C:20]([OH:22])=[O:21])[O:10][C@@H:9]2[C:27]2[CH:32]=[CH:31][CH:30]=[C:29]([Cl:33])[CH:28]=2)=[C:4]([F:34])[CH:3]=1, predict the reactants needed to synthesize it. The reactants are: [Cl:1][C:2]1[CH:7]=[CH:6][C:5]([C@H:8]2[N:13]([CH2:14][CH:15]3[CH2:17][CH2:16]3)[C:12](=[O:18])[C@@H:11]([CH2:19][C:20]([O:22]C(C)(C)C)=[O:21])[O:10][C@@H:9]2[C:27]2[CH:32]=[CH:31][CH:30]=[C:29]([Cl:33])[CH:28]=2)=[C:4]([F:34])[CH:3]=1.ClC1C=CC([C@H]2N(CC3CC3)C(=O)[C@H](CC(OC(C)(C)C)=O)O[C@@H]2C2C=CC=C(Cl)C=2)=C(F)C=1.FC(F)(F)C(O)=O. (5) Given the product [ClH:33].[ClH:33].[NH2:8][CH2:9][CH2:10][CH2:11][C@@H:12]([CH2:19][C:20]1[N:21]=[CH:22][N:23]2[C:32]3[C:27](=[CH:28][CH:29]=[CH:30][CH:31]=3)[CH2:26][CH2:25][C:24]=12)[C:13]([O:15][CH:16]([CH3:18])[CH3:17])=[O:14], predict the reactants needed to synthesize it. The reactants are: C(OC([NH:8][CH2:9][CH2:10][CH2:11][C@@H:12]([CH2:19][C:20]1[N:21]=[CH:22][N:23]2[C:32]3[C:27](=[CH:28][CH:29]=[CH:30][CH:31]=3)[CH2:26][CH2:25][C:24]=12)[C:13]([O:15][CH:16]([CH3:18])[CH3:17])=[O:14])=O)(C)(C)C.[ClH:33].